Dataset: Reaction yield outcomes from USPTO patents with 853,638 reactions. Task: Predict the reaction yield, written as a fraction of the theoretical maximum amount of product (1.0 means a 100% yield; for example, 0.34 means a 34% yield). (1) The product is [I:18][C:11]1[CH:12]=[C:13]([C:14]([F:15])([F:16])[F:17])[C:7]([O:6][CH2:5][CH2:4][O:3][CH3:2])=[CH:8][C:9]=1[NH2:10]. The reactants are Cl.[CH3:2][O:3][CH2:4][CH2:5][O:6][C:7]1[CH:8]=[C:9]([CH:11]=[CH:12][C:13]=1[C:14]([F:17])([F:16])[F:15])[NH2:10].[I:18]N1C(=O)CCC1=O. The catalyst is C(O)(=O)C. The yield is 0.930. (2) The reactants are [F:1][C:2]([F:11])([F:10])C1C=CN=C(S)C=1.[C:12]([O-:15])([O-])=[O:13].[K+].[K+].CN(C=[O:22])C. The yield is 0.00100. The catalyst is CC#N. The product is [C:12]([OH:15])([C:2]([F:11])([F:10])[F:1])=[O:13].[OH2:22].[C:12]([OH:15])([C:2]([F:11])([F:10])[F:1])=[O:13]. (3) The reactants are [N:1]1[C:8](Cl)=[N:7][C:5](Cl)=[N:4][C:2]=1[Cl:3].[CH2:10]([C:12]1[CH:13]=[C:14]([CH:16]=[CH:17][CH:18]=1)[NH2:15])[CH3:11].CCN(C(C)C)C(C)C.[CH3:28][C:29]1[O:35][C:32]([CH2:33][NH2:34])=[CH:31][CH:30]=1. The catalyst is C1COCC1. The product is [Cl:3][C:2]1[N:1]=[C:8]([NH:15][C:14]2[CH:16]=[CH:17][CH:18]=[C:12]([CH2:10][CH3:11])[CH:13]=2)[N:7]=[C:5]([NH:34][CH2:33][C:32]2[O:35][C:29]([CH3:28])=[CH:30][CH:31]=2)[N:4]=1. The yield is 0.940. (4) The reactants are CS(O[CH2:6][CH2:7][C:8]([CH3:24])([N:10]1[CH:14]=[C:13]([C:15]2[C:16]3[CH:23]=[CH:22][NH:21][C:17]=3[N:18]=[CH:19][N:20]=2)[CH:12]=[N:11]1)[CH3:9])(=O)=O.[CH3:25][N:26](C=O)C.[C-]#N.[Na+]. The catalyst is O. The product is [CH3:9][C:8]([N:10]1[CH:14]=[C:13]([C:15]2[C:16]3[CH:23]=[CH:22][NH:21][C:17]=3[N:18]=[CH:19][N:20]=2)[CH:12]=[N:11]1)([CH3:24])[CH2:7][CH2:6][C:25]#[N:26]. The yield is 0.590. (5) The reactants are [CH2:1]([O:3][C:4]([C:6]1[NH:7][CH:8]=[C:9]2[CH:18]([C:19]3[O:20][C:21]([S:24][C:25]4[NH:29][C:28]5[CH:30]=[CH:31][C:32]([O:34][CH:35]([F:37])[F:36])=[CH:33][C:27]=5[N:26]=4)=[CH:22][CH:23]=3)[C:17]3[C:16](=[O:38])[CH2:15][N:14](OC(C)(C)C)[CH2:13][C:12]=3[NH:11][C:10]=12)=[O:5])[CH3:2].[ClH:44]. The catalyst is O1CCOCC1. The product is [ClH:44].[CH2:1]([O:3][C:4]([C:6]1[NH:7][CH:8]=[C:9]2[CH:18]([C:19]3[O:20][C:21]([S:24][C:25]4[NH:29][C:28]5[CH:30]=[CH:31][C:32]([O:34][CH:35]([F:37])[F:36])=[CH:33][C:27]=5[N:26]=4)=[CH:22][CH:23]=3)[C:17]3[C:16](=[O:38])[CH2:15][NH:14][CH2:13][C:12]=3[NH:11][C:10]=12)=[O:5])[CH3:2]. The yield is 0.550. (6) The yield is 0.590. The reactants are [Cl:1][C:2]1[CH:7]=[CH:6][N:5]=[C:4]2[CH:8]=[CH:9][S:10][C:3]=12.[Li]CCCC.CCOCC.Br[C:22]1[CH:27]=[CH:26][C:25]([CH:28]2[O:33][CH2:32][CH2:31][CH2:30][O:29]2)=[CH:24][N:23]=1. The catalyst is C1COCC1.[Cl-].[Zn+2].[Cl-]. The product is [O:29]1[CH2:30][CH2:31][CH2:32][O:33][CH:28]1[C:25]1[CH:26]=[CH:27][C:22]([C:9]2[S:10][C:3]3[C:4](=[N:5][CH:6]=[CH:7][C:2]=3[Cl:1])[CH:8]=2)=[N:23][CH:24]=1. (7) The reactants are [F:1][C:2]1[CH:3]=[CH:4][C:5]2[O:9][C:8]([CH2:10]O)=[CH:7][C:6]=2[CH:12]=1.P(Br)(Br)[Br:14]. The catalyst is C1(C)C=CC=CC=1. The product is [Br:14][CH2:10][C:8]1[O:9][C:5]2[CH:4]=[CH:3][C:2]([F:1])=[CH:12][C:6]=2[CH:7]=1. The yield is 0.720. (8) The reactants are [C:1]1([S:7]([N:10]2[C:18]3[C:13](=[CH:14][C:15]([C:19]4[N:23]([CH3:24])[N:22]=[C:21]([C:25]([OH:27])=O)[CH:20]=4)=[CH:16][CH:17]=3)[CH:12]=[C:11]2[C:28]2[C:33]([F:34])=[CH:32][CH:31]=[CH:30][C:29]=2[F:35])(=[O:9])=[O:8])[CH:6]=[CH:5][CH:4]=[CH:3][CH:2]=1.C[CH2:37][N:38]=[C:39]=NCCCN(C)C.C1C=CC2N(O)N=NC=2C=1.CCN(C(C)C)C(C)C.CNC. The catalyst is CN(C=O)C. The product is [CH3:37][N:38]([CH3:39])[C:25]([C:21]1[CH:20]=[C:19]([C:15]2[CH:14]=[C:13]3[C:18](=[CH:17][CH:16]=2)[N:10]([S:7]([C:1]2[CH:2]=[CH:3][CH:4]=[CH:5][CH:6]=2)(=[O:8])=[O:9])[C:11]([C:28]2[C:33]([F:34])=[CH:32][CH:31]=[CH:30][C:29]=2[F:35])=[CH:12]3)[N:23]([CH3:24])[N:22]=1)=[O:27]. The yield is 0.590. (9) The reactants are Cl[C:2]1[N:7]=[C:6]([NH2:8])[CH:5]=[CH:4][N:3]=1.CCN(C(C)C)C(C)C.Br[C:19]1[C:28]2[C:23](=C[CH:25]=[C:26](OC)[N:27]=2)[N:22]=[CH:21]C=1N. The product is [CH3:19][C@@H:28]1[CH2:23][N:22]([CH3:21])[CH2:25][CH2:26][N:27]1[C:2]1[N:7]=[C:6]([NH2:8])[CH:5]=[CH:4][N:3]=1. The catalyst is CN(C)C=O. The yield is 0.180.